From a dataset of Catalyst prediction with 721,799 reactions and 888 catalyst types from USPTO. Predict which catalyst facilitates the given reaction. (1) Reactant: [F:1][C:2]([F:7])([F:6])[C:3]([OH:5])=[O:4].[CH:8]1([CH:13]([N:17]2[CH:21]=[C:20]([C:22]3[C:23]4[CH:30]=[CH:29][NH:28][C:24]=4[N:25]=[CH:26][N:27]=3)[CH:19]=[N:18]2)[CH2:14][C:15]#[CH:16])[CH2:12][CH2:11][CH2:10][CH2:9]1.[H][H]. Product: [F:1][C:2]([F:7])([F:6])[C:3]([OH:5])=[O:4].[CH:8]1([CH:13]([N:17]2[CH:21]=[C:20]([C:22]3[C:23]4[CH:30]=[CH:29][NH:28][C:24]=4[N:25]=[CH:26][N:27]=3)[CH:19]=[N:18]2)[CH2:14][CH2:15][CH3:16])[CH2:12][CH2:11][CH2:10][CH2:9]1. The catalyst class is: 19. (2) Reactant: Cl.Cl.[Cl:3][C:4]1[CH:18]=[CH:17][C:7]2[N:8]=[C:9]([N:11]3[CH2:16][CH2:15][NH:14][CH2:13][CH2:12]3)[S:10][C:6]=2[CH:5]=1.C(N(CC)CC)C.C1COCC1.[Cl:31][CH2:32][C:33](Cl)=[O:34]. The catalyst class is: 84. Product: [Cl:31][CH2:32][C:33]([N:14]1[CH2:15][CH2:16][N:11]([C:9]2[S:10][C:6]3[CH:5]=[C:4]([Cl:3])[CH:18]=[CH:17][C:7]=3[N:8]=2)[CH2:12][CH2:13]1)=[O:34]. (3) The catalyst class is: 15. Reactant: [CH3:1][N:2]1[CH:11]=[CH:10][C:9]2[C:4](=[CH:5][CH:6]=[C:7]([CH3:12])[CH:8]=2)[C:3]1=[O:13].[Br:14]Br. Product: [Br:14][C:10]1[C:9]2[C:4](=[CH:5][CH:6]=[C:7]([CH3:12])[CH:8]=2)[C:3](=[O:13])[N:2]([CH3:1])[CH:11]=1.